From a dataset of Full USPTO retrosynthesis dataset with 1.9M reactions from patents (1976-2016). Predict the reactants needed to synthesize the given product. Given the product [C:24]([C:26]1[CH:34]=[CH:33][C:29]([C:30]([NH:1][CH2:2][CH:3]([CH3:23])[C:4]([NH:6][CH2:7][C:8]2[CH:9]=[CH:10][C:11]3[N:12]([CH2:21][CH3:22])[C:13]4[C:18]([C:19]=3[CH:20]=2)=[CH:17][CH:16]=[CH:15][CH:14]=4)=[O:5])=[O:31])=[CH:28][CH:27]=1)#[N:25], predict the reactants needed to synthesize it. The reactants are: [NH2:1][CH2:2][CH:3]([CH3:23])[C:4]([NH:6][CH2:7][C:8]1[CH:9]=[CH:10][C:11]2[N:12]([CH2:21][CH3:22])[C:13]3[C:18]([C:19]=2[CH:20]=1)=[CH:17][CH:16]=[CH:15][CH:14]=3)=[O:5].[C:24]([C:26]1[CH:34]=[CH:33][C:29]([C:30](O)=[O:31])=[CH:28][CH:27]=1)#[N:25].